From a dataset of Forward reaction prediction with 1.9M reactions from USPTO patents (1976-2016). Predict the product of the given reaction. Given the reactants [C:1]([O:5][C:6]([N:8]1[CH2:13][CH2:12][CH:11]([OH:14])[CH:10]([N:15]=[N+:16]=[N-:17])[CH2:9]1)=[O:7])([CH3:4])([CH3:3])[CH3:2].CC(OI1(OC(C)=O)(OC(C)=O)OC(=O)C2C=CC=CC1=2)=O, predict the reaction product. The product is: [C:1]([O:5][C:6]([N:8]1[CH2:13][CH2:12][C:11](=[O:14])[CH:10]([N:15]=[N+:16]=[N-:17])[CH2:9]1)=[O:7])([CH3:4])([CH3:2])[CH3:3].